This data is from Catalyst prediction with 721,799 reactions and 888 catalyst types from USPTO. The task is: Predict which catalyst facilitates the given reaction. (1) Product: [CH:1]1([CH2:6][CH2:7][C:8]([N:10]([CH2:21][C:22]2[CH:23]=[CH:24][C:25]([C:28]#[C:29][CH2:30][CH2:31][CH2:32][CH2:33][CH2:34][CH2:35][CH2:36][CH3:37])=[CH:26][CH:27]=2)[C:11]2[CH:12]=[C:13]([CH:18]=[CH:19][CH:20]=2)[C:14]([OH:16])=[O:15])=[O:9])[CH2:5][CH2:4][CH2:3][CH2:2]1. Reactant: [CH:1]1([CH2:6][CH2:7][C:8]([N:10]([CH2:21][C:22]2[CH:27]=[CH:26][C:25]([C:28]#[C:29][CH2:30][CH2:31][CH2:32][CH2:33][CH2:34][CH2:35][CH2:36][CH3:37])=[CH:24][CH:23]=2)[C:11]2[CH:12]=[C:13]([CH:18]=[CH:19][CH:20]=2)[C:14]([O:16]C)=[O:15])=[O:9])[CH2:5][CH2:4][CH2:3][CH2:2]1.[OH-].[Na+]. The catalyst class is: 5. (2) Reactant: [CH3:1][C:2]1([CH3:14])[C:6]([CH3:8])([CH3:7])[O:5][B:4]([C:9]2[CH:10]=[N:11][NH:12][CH:13]=2)[O:3]1.Br[CH2:16][C:17]([NH2:19])=[O:18].C(=O)([O-])[O-].[Cs+].[Cs+]. Product: [CH3:1][C:2]1([CH3:14])[C:6]([CH3:7])([CH3:8])[O:5][B:4]([C:9]2[CH:13]=[N:12][N:11]([CH2:16][C:17]([NH2:19])=[O:18])[CH:10]=2)[O:3]1. The catalyst class is: 10. (3) Reactant: Br[C:2]1[CH:7]=[CH:6][N:5]2[C:8]([C:11]3[CH:12]=[C:13]([NH:18][S:19]([CH3:22])(=[O:21])=[O:20])[C:14]([Cl:17])=[N:15][CH:16]=3)=[CH:9][N:10]=[C:4]2[CH:3]=1.Br[C:24]1[CH:29]=[CH:28][N:27]2C([C:29]3[CH:24]=[C:25](N)[C:26](Cl)=[N:27][CH:28]=3)=CN=[C:26]2[CH:25]=1.CS(Cl)(=O)=O. Product: [Cl:17][C:14]1[C:13]([NH:18][S:19]([CH3:22])(=[O:21])=[O:20])=[CH:12][C:11]([C:8]2[N:5]3[CH:6]=[CH:7][C:2]([C:25]4[CH:26]=[N:27][CH:28]=[CH:29][CH:24]=4)=[CH:3][C:4]3=[N:10][CH:9]=2)=[CH:16][N:15]=1. The catalyst class is: 17. (4) Reactant: [C:1]([N:4]1[C:13]2[C:8](=[CH:9][C:10]([C:14]3[CH2:19][CH2:18][N:17](C(OC(C)(C)C)=O)[CH2:16][CH:15]=3)=[CH:11][CH:12]=2)[C@H:7]([NH:27][C:28]2[CH:33]=[CH:32][CH:31]=[C:30]([O:34]C)[N:29]=2)[C@@H:6]([CH3:36])[C@@H:5]1[CH:37]1[CH2:39][CH2:38]1)(=[O:3])[CH3:2].[I-].[Na+]. Product: [CH:37]1([C@H:5]2[C@H:6]([CH3:36])[C@@H:7]([NH:27][C:28]3[CH:33]=[CH:32][CH:31]=[C:30]([OH:34])[N:29]=3)[C:8]3[C:13](=[CH:12][CH:11]=[C:10]([C:14]4[CH2:19][CH2:18][NH:17][CH2:16][CH:15]=4)[CH:9]=3)[N:4]2[C:1](=[O:3])[CH3:2])[CH2:39][CH2:38]1. The catalyst class is: 10. (5) The catalyst class is: 10. Reactant: [Li+].[OH-].C([O:5][C:6](=[O:50])[CH:7]([C:31]([CH:35]([NH:39][C:40]([O:42][CH2:43][C:44]1[CH:49]=[CH:48][CH:47]=[CH:46][CH:45]=1)=[O:41])[CH:36]([CH3:38])[CH3:37])([OH:34])[PH2:32]=[O:33])[CH2:8][C:9]1[CH:10]=[N:11][C:12]([N:16](C(OC(C)(C)C)=O)[C:17]([O:19][C:20]([CH3:23])([CH3:22])[CH3:21])=[O:18])=[C:13]([CH3:15])[CH:14]=1)C.CO. Product: [CH2:43]([O:42][C:40]([NH:39][CH:35]([C:31]([OH:34])([PH2:32]=[O:33])[CH:7]([CH2:8][C:9]1[CH:10]=[N:11][C:12]([NH:16][C:17]([O:19][C:20]([CH3:22])([CH3:21])[CH3:23])=[O:18])=[C:13]([CH3:15])[CH:14]=1)[C:6]([OH:50])=[O:5])[CH:36]([CH3:38])[CH3:37])=[O:41])[C:44]1[CH:49]=[CH:48][CH:47]=[CH:46][CH:45]=1.